Dataset: Full USPTO retrosynthesis dataset with 1.9M reactions from patents (1976-2016). Task: Predict the reactants needed to synthesize the given product. (1) Given the product [OH:36][C:34]1[CH:35]=[C:30](/[CH:29]=[CH:28]/[C:25]2[CH:26]=[CH:27][C:22]([OH:21])=[CH:23][CH:24]=2)[CH:31]=[C:32]([OH:44])[CH:33]=1, predict the reactants needed to synthesize it. The reactants are: [Cl-].[Al+3].[Cl-].[Cl-].CN(C)C1C=CC=CC=1.C([O:21][C:22]1[CH:27]=[CH:26][C:25](/[CH:28]=[CH:29]/[C:30]2[CH:35]=[C:34]([O:36]CC3C=CC=CC=3)[CH:33]=[C:32]([O:44]CC3C=CC=CC=3)[CH:31]=2)=[CH:24][CH:23]=1)C1C=CC=CC=1. (2) Given the product [CH2:11]([OH:17])[CH:12]([OH:13])[CH3:14].[CH3:7][NH:8][CH:11]=[O:17], predict the reactants needed to synthesize it. The reactants are: ClC1N=C2C(N=[CH:7][N:8]2[C@@H:11]2[O:17][C@H](CO)[C@@H:14](O)[C@H:12]2[OH:13])=C(N)N=1.N1C=C(C(N)=O)C=N1.C(=O)([O-])[O-].[Cs+].[Cs+].C(#N)C. (3) Given the product [CH3:11][N:12]([CH3:14])[CH2:13][C:3]1[C:4]2[C:9](=[N:8][CH:7]=[CH:6][CH:5]=2)[NH:1][CH:2]=1, predict the reactants needed to synthesize it. The reactants are: [NH:1]1[C:9]2[C:4](=[CH:5][CH:6]=[CH:7][N:8]=2)[CH:3]=[CH:2]1.Cl.[CH3:11][NH:12][CH3:13].[CH2:14]=O. (4) Given the product [Br:1][CH2:2][CH2:3][CH2:4][CH2:5][O:6][CH:8]1[CH2:9][CH2:10][CH2:11][CH2:12][O:7]1, predict the reactants needed to synthesize it. The reactants are: [Br:1][CH2:2][CH2:3][CH2:4][CH2:5][OH:6].[O:7]1[CH:12]=[CH:11][CH2:10][CH2:9][CH2:8]1.C(=O)([O-])[O-].[K+].[K+]. (5) Given the product [Cl:26][C:9]1[N:8]2[C:4](=[N:5][C:6]3[CH:21]=[CH:20][CH:19]=[CH:18][C:7]=32)[C:3]([C:22]#[N:23])=[C:2]([CH3:1])[C:10]=1[C:11]1[CH:16]=[CH:15][CH:14]=[CH:13][CH:12]=1, predict the reactants needed to synthesize it. The reactants are: [CH3:1][C:2]1[C:3]([C:22]#[N:23])=[C:4]2[N:8]([C:9](=O)[C:10]=1[C:11]1[CH:16]=[CH:15][CH:14]=[CH:13][CH:12]=1)[C:7]1[CH:18]=[CH:19][CH:20]=[CH:21][C:6]=1[NH:5]2.P(Cl)(Cl)([Cl:26])=O.